This data is from Reaction yield outcomes from USPTO patents with 853,638 reactions. The task is: Predict the reaction yield, written as a fraction of the theoretical maximum amount of product (1.0 means a 100% yield; for example, 0.34 means a 34% yield). (1) The reactants are [CH2:1]([O:3][C:4](=[O:26])[C@@H:5]([CH2:12][C:13]1[CH:18]=[CH:17][C:16]([NH2:19])=[C:15]([CH3:20])[C:14]=1[CH2:21][O:22][C:23](=[O:25])[CH3:24])[CH2:6][C:7]([O:9][CH2:10][CH3:11])=[O:8])[CH3:2].[Cl:27]N1C(=O)CCC1=O. The catalyst is C(#N)C.C(OCC)(=O)C. The product is [CH2:1]([O:3][C:4](=[O:26])[C@@H:5]([CH2:12][C:13]1[CH:18]=[C:17]([Cl:27])[C:16]([NH2:19])=[C:15]([CH3:20])[C:14]=1[CH2:21][O:22][C:23](=[O:25])[CH3:24])[CH2:6][C:7]([O:9][CH2:10][CH3:11])=[O:8])[CH3:2]. The yield is 0.590. (2) The reactants are [NH2:1][CH2:2][C@@H:3]1[O:7][C:6](=[O:8])[N:5]([C:9]2[CH:14]=[CH:13][C:12]([CH:15]3[CH2:20][CH2:19][S:18](=[O:22])(=[O:21])[CH2:17][CH2:16]3)=[C:11]([F:23])[CH:10]=2)[CH2:4]1.[C:24](Cl)(=[O:34])[O:25][CH2:26][O:27][C:28](=[O:33])[CH2:29][CH:30]([CH3:32])[CH3:31]. The catalyst is ClCCl. The product is [O:22]=[S:18]1(=[O:21])[CH2:19][CH2:20][CH:15]([C:12]2[CH:13]=[CH:14][C:9]([N:5]3[CH2:4][C@H:3]([CH2:2][NH:1][C:24]([O:25][CH2:26][O:27][C:28](=[O:33])[CH2:29][CH:30]([CH3:31])[CH3:32])=[O:34])[O:7][C:6]3=[O:8])=[CH:10][C:11]=2[F:23])[CH2:16][CH2:17]1. The yield is 0.930. (3) The reactants are [F:1][C:2]1[CH:7]=[CH:6][C:5]([Mg]Br)=[CH:4][CH:3]=1.[C:10]1(=O)[CH2:14][CH2:13][CH2:12][CH2:11]1.Cl. The catalyst is C1COCC1. The product is [C:10]1([C:5]2[CH:6]=[CH:7][C:2]([F:1])=[CH:3][CH:4]=2)[CH2:14][CH2:13][CH2:12][CH:11]=1. The yield is 1.00. (4) The reactants are C(N(CC)CC)C.[CH:8]1([N:12]2[CH2:17][CH2:16][CH:15]([O:18][C:19]3[CH:25]=[CH:24][C:22]([NH2:23])=[CH:21][CH:20]=3)[CH2:14][CH2:13]2)[CH2:11][CH2:10][CH2:9]1.[Cl:26][CH2:27][C:28](Cl)=[O:29]. The catalyst is ClCCl. The product is [Cl:26][CH2:27][C:28]([NH:23][C:22]1[CH:21]=[CH:20][C:19]([O:18][CH:15]2[CH2:16][CH2:17][N:12]([CH:8]3[CH2:11][CH2:10][CH2:9]3)[CH2:13][CH2:14]2)=[CH:25][CH:24]=1)=[O:29]. The yield is 0.720. (5) The reactants are [CH3:1][NH2:2].C1COCC1.[C:8]([O:12][C:13](=[O:28])[NH:14][C:15]([CH3:27])([C:18]1[CH:23]=[CH:22][CH:21]=[C:20]([N+:24]([O-:26])=[O:25])[CH:19]=1)[CH:16]=O)([CH3:11])([CH3:10])[CH3:9].C(O[BH-](OC(=O)C)OC(=O)C)(=O)C.[Na+].C([O-])(O)=O.[Na+]. The catalyst is C(Cl)Cl.CC(O)=O. The product is [C:8]([O:12][C:13](=[O:28])[NH:14][C:15]([CH3:27])([C:18]1[CH:23]=[CH:22][CH:21]=[C:20]([N+:24]([O-:26])=[O:25])[CH:19]=1)[CH2:16][NH:2][CH3:1])([CH3:11])([CH3:10])[CH3:9]. The yield is 0.950. (6) The yield is 0.0700. The reactants are COC1C=C(C=C(OC)C=1)C[NH:7][C:8]([C:10]12[CH2:19][CH:14]3[CH2:15][CH:16]([CH2:18][CH:12]([CH:13]3[O:20][C:21]([N:23]3[CH2:28][CH2:27][C:26]4([C:36]5[C:31](=[CH:32][CH:33]=[CH:34][CH:35]=5)[CH:30]([CH2:37][C:38]([OH:40])=[O:39])[CH2:29]4)[CH2:25][CH2:24]3)=[O:22])[CH2:11]1)[CH2:17]2)=[O:9].C(O)(C(F)(F)F)=O. The product is [C:8]([C:10]12[CH2:19][CH:14]3[CH2:15][CH:16]([CH2:18][CH:12]([CH:13]3[O:20][C:21]([N:23]3[CH2:28][CH2:27][C:26]4([C:36]5[C:31](=[CH:32][CH:33]=[CH:34][CH:35]=5)[CH:30]([CH2:37][C:38]([OH:40])=[O:39])[CH2:29]4)[CH2:25][CH2:24]3)=[O:22])[CH2:11]1)[CH2:17]2)(=[O:9])[NH2:7]. No catalyst specified.